Dataset: Full USPTO retrosynthesis dataset with 1.9M reactions from patents (1976-2016). Task: Predict the reactants needed to synthesize the given product. (1) Given the product [CH2:15]([C:13]([OH:14])([CH:1]([CH3:3])[CH3:2])[CH2:12][C:6]1[CH:7]=[CH:8][CH:9]=[CH:10][CH:11]=1)[C:16]1[CH:17]=[CH:18][CH:19]=[CH:20][CH:21]=1, predict the reactants needed to synthesize it. The reactants are: [CH:1]([Mg]Cl)([CH3:3])[CH3:2].[C:6]1([CH2:12][C:13]([CH2:15][C:16]2[CH:21]=[CH:20][CH:19]=[CH:18][CH:17]=2)=[O:14])[CH:11]=[CH:10][CH:9]=[CH:8][CH:7]=1. (2) Given the product [Cl:1][C:2]1[C:11]([N+:12]([O-:14])=[O:13])=[C:10]([NH:23][CH2:24][CH2:25][CH2:26][OH:27])[C:9]2[C:4](=[CH:5][CH:6]=[CH:7][CH:8]=2)[N:3]=1, predict the reactants needed to synthesize it. The reactants are: [Cl:1][C:2]1[C:11]([N+:12]([O-:14])=[O:13])=[C:10](Cl)[C:9]2[C:4](=[CH:5][CH:6]=[CH:7][CH:8]=2)[N:3]=1.C(N(CC)CC)C.[NH2:23][CH2:24][CH2:25][CH2:26][OH:27].O. (3) The reactants are: [H-].[Na+].[C:3]([O:7][C:8]([N:10]1[CH2:14][CH2:13][CH:12]([OH:15])[CH2:11]1)=[O:9])([CH3:6])([CH3:5])[CH3:4].Cl[C:17]1[C:22]([NH2:23])=[CH:21][N:20]=[CH:19][N:18]=1. Given the product [NH2:23][C:22]1[C:17]([O:15][CH:12]2[CH2:13][CH2:14][N:10]([C:8]([O:7][C:3]([CH3:6])([CH3:4])[CH3:5])=[O:9])[CH2:11]2)=[N:18][CH:19]=[N:20][CH:21]=1, predict the reactants needed to synthesize it. (4) The reactants are: Cl[C:2]1[CH:11]=[N:10][C:9]2[C:4](=[C:5]3[CH:19]=[CH:18][CH:17]=[CH:16][C:6]3=[C:7]3[CH:15]=[CH:14][CH:13]=[CH:12][C:8]3=2)[N:3]=1.[CH:20]1[C:28]2[C:27]3[CH:29]=[CH:30][CH:31]=[CH:32][C:26]=3[S:25][C:24]=2[C:23]([C:33]2[CH:34]=[C:35](B(O)O)[CH:36]=[CH:37][CH:38]=2)=[CH:22][CH:21]=1.C1(C)C=CC=CC=1.C(=O)([O-])[O-].[K+].[K+]. Given the product [CH:20]1[C:28]2[C:27]3[CH:29]=[CH:30][CH:31]=[CH:32][C:26]=3[S:25][C:24]=2[C:23]([C:33]2[CH:34]=[C:35]([C:2]3[CH:11]=[N:10][C:9]4[C:4](=[C:5]5[CH:19]=[CH:18][CH:17]=[CH:16][C:6]5=[C:7]5[CH:15]=[CH:14][CH:13]=[CH:12][C:8]5=4)[N:3]=3)[CH:36]=[CH:37][CH:38]=2)=[CH:22][CH:21]=1, predict the reactants needed to synthesize it. (5) Given the product [Cl:22][C:16]1[CH:15]=[C:14]2[C:19]([C:20](=[O:21])[C:11]([CH2:10][NH:9][C:7]([C:4]3[S:3][C:2]([N:33]4[CH2:34][CH2:35][CH:30]([OH:29])[CH2:31][CH2:32]4)=[N:6][CH:5]=3)=[O:8])=[CH:12][N:13]2[C:23]2[CH:28]=[CH:27][CH:26]=[CH:25][CH:24]=2)=[CH:18][CH:17]=1, predict the reactants needed to synthesize it. The reactants are: Br[C:2]1[S:3][C:4]([C:7]([NH:9][CH2:10][C:11]2[C:20](=[O:21])[C:19]3[C:14](=[CH:15][C:16]([Cl:22])=[CH:17][CH:18]=3)[N:13]([C:23]3[CH:28]=[CH:27][CH:26]=[CH:25][CH:24]=3)[CH:12]=2)=[O:8])=[CH:5][N:6]=1.[OH:29][CH:30]1[CH2:35][CH2:34][NH:33][CH2:32][CH2:31]1. (6) The reactants are: [ClH:1].[C:2]([NH:6][CH2:7][C:8]([OH:10])=O)([CH3:5])([CH3:4])[CH3:3].CN(C)C=O.S(Cl)([Cl:18])=O. Given the product [ClH:18].[C:2]([NH:6][CH2:7][C:8]([Cl:1])=[O:10])([CH3:5])([CH3:4])[CH3:3], predict the reactants needed to synthesize it. (7) Given the product [CH2:14]([N:17]([CH2:25][C:26]([C:2]1[CH:7]=[CH:6][C:5]([F:8])=[CH:4][N:3]=1)=[O:27])[C:18](=[O:24])[O:19][C:20]([CH3:21])([CH3:22])[CH3:23])[CH:15]=[CH2:16], predict the reactants needed to synthesize it. The reactants are: Br[C:2]1[CH:7]=[CH:6][C:5]([F:8])=[CH:4][N:3]=1.C([Mg]Cl)(C)C.[CH2:14]([N:17]([CH2:25][C:26](N(OC)C)=[O:27])[C:18](=[O:24])[O:19][C:20]([CH3:23])([CH3:22])[CH3:21])[CH:15]=[CH2:16].Cl.